This data is from Catalyst prediction with 721,799 reactions and 888 catalyst types from USPTO. The task is: Predict which catalyst facilitates the given reaction. Reactant: [OH:1][C:2]1[CH:10]=[C:9]2[C:5]([CH2:6][CH2:7][C:8]2=[O:11])=[CH:4][C:3]=1[I:12].C(=O)([O-])[O-].[Cs+].[Cs+].Br[CH2:20][CH2:21][CH2:22][C:23]([O:25][CH2:26][CH3:27])=[O:24]. Product: [I:12][C:3]1[CH:4]=[C:5]2[C:9]([C:8](=[O:11])[CH2:7][CH2:6]2)=[CH:10][C:2]=1[O:1][CH2:20][CH2:21][CH2:22][C:23]([O:25][CH2:26][CH3:27])=[O:24]. The catalyst class is: 21.